From a dataset of Retrosynthesis with 50K atom-mapped reactions and 10 reaction types from USPTO. Predict the reactants needed to synthesize the given product. Given the product CC1(C)C(=O)N(c2ccc(SC(F)(F)F)cc2)C(=O)N1Cc1ccnc(Nc2cccnc2)n1, predict the reactants needed to synthesize it. The reactants are: Brc1cccnc1.CC1(C)C(=O)N(c2ccc(SC(F)(F)F)cc2)C(=O)N1Cc1ccnc(N)n1.